This data is from Catalyst prediction with 721,799 reactions and 888 catalyst types from USPTO. The task is: Predict which catalyst facilitates the given reaction. (1) The catalyst class is: 22. Product: [Cl:42][C:43]1[CH:48]=[CH:47][C:46]([C@H:49]([NH:51][C:31]([NH:20][C:19]2[CH:21]=[CH:22][C:16]([O:15][C:6]3[C:5]4[C:10](=[CH:11][C:12]([O:13][CH3:14])=[C:3]([O:2][CH3:1])[CH:4]=4)[N:9]=[CH:8][CH:7]=3)=[CH:17][CH:18]=2)=[O:33])[CH3:50])=[CH:45][CH:44]=1. Reactant: [CH3:1][O:2][C:3]1[CH:4]=[C:5]2[C:10](=[CH:11][C:12]=1[O:13][CH3:14])[N:9]=[CH:8][CH:7]=[C:6]2[O:15][C:16]1[CH:22]=[CH:21][C:19]([NH2:20])=[CH:18][CH:17]=1.C(N(CC)CC)C.Cl[C:31](Cl)([O:33]C(=O)OC(Cl)(Cl)Cl)Cl.[Cl:42][C:43]1[CH:48]=[CH:47][C:46]([C@H:49]([NH2:51])[CH3:50])=[CH:45][CH:44]=1. (2) Reactant: [NH2:1][C:2]1[N:14]2[C:5]([C:6]3[CH:7]=[C:8]([C:35]4[CH:40]=[CH:39][CH:38]=[CH:37][CH:36]=4)[C:9]([C:15]4[CH:20]=[CH:19][C:18]([C:21]5([NH:27]C(=O)OC(C)(C)C)[CH2:24][C:23]([F:26])([F:25])[CH2:22]5)=[CH:17][CH:16]=4)=[N:10][C:11]=3[CH:12]=[CH:13]2)=[N:4][N:3]=1.C(O)(C(F)(F)F)=O. Product: [NH2:27][C:21]1([C:18]2[CH:17]=[CH:16][C:15]([C:9]3[C:8]([C:35]4[CH:40]=[CH:39][CH:38]=[CH:37][CH:36]=4)=[CH:7][C:6]4[C:5]5=[N:4][N:3]=[C:2]([NH2:1])[N:14]5[CH:13]=[CH:12][C:11]=4[N:10]=3)=[CH:20][CH:19]=2)[CH2:24][C:23]([F:25])([F:26])[CH2:22]1. The catalyst class is: 22. (3) Reactant: [Cl:1][C:2]1[CH:7]=[C:6]([Cl:8])[CH:5]=[CH:4][C:3]=1[S:9][C:10]1[CH:17]=[CH:16][CH:15]=[CH:14][C:11]=1[CH:12]=O.C(O)(=O)[CH2:19][C:20]([OH:22])=[O:21].N1CCCCC1. Product: [Cl:1][C:2]1[CH:7]=[C:6]([Cl:8])[CH:5]=[CH:4][C:3]=1[S:9][C:10]1[CH:17]=[CH:16][CH:15]=[CH:14][C:11]=1/[CH:12]=[CH:19]/[C:20]([OH:22])=[O:21]. The catalyst class is: 17.